Dataset: Full USPTO retrosynthesis dataset with 1.9M reactions from patents (1976-2016). Task: Predict the reactants needed to synthesize the given product. The reactants are: [Br:1][C:2]1[C:13]([CH3:14])=[CH:12][C:5]([O:6][C@@H:7]2[CH2:11][CH2:10][O:9][CH2:8]2)=[CH:4][C:3]=1[CH2:15]Br.[C:17]([O-:20])(=[O:19])[CH3:18].[K+].O. Given the product [C:17]([O:20][CH2:15][C:3]1[CH:4]=[C:5]([O:6][C@@H:7]2[CH2:11][CH2:10][O:9][CH2:8]2)[CH:12]=[C:13]([CH3:14])[C:2]=1[Br:1])(=[O:19])[CH3:18], predict the reactants needed to synthesize it.